This data is from Catalyst prediction with 721,799 reactions and 888 catalyst types from USPTO. The task is: Predict which catalyst facilitates the given reaction. Reactant: [Cl:1][C:2]1[CH:24]=[CH:23][CH:22]=[CH:21][C:3]=1[O:4][C:5]1[CH:14]=[C:13]2[C:8]([C:9]([OH:20])=[C:10]([C:16]([O:18][CH3:19])=[O:17])[N:11]=[C:12]2I)=[CH:7][CH:6]=1.[C:25]([Cu])#[N:26].C(Cl)Cl. Product: [Cl:1][C:2]1[CH:24]=[CH:23][CH:22]=[CH:21][C:3]=1[O:4][C:5]1[CH:14]=[C:13]2[C:8]([C:9]([OH:20])=[C:10]([C:16]([O:18][CH3:19])=[O:17])[N:11]=[C:12]2[C:25]#[N:26])=[CH:7][CH:6]=1. The catalyst class is: 3.